Dataset: Full USPTO retrosynthesis dataset with 1.9M reactions from patents (1976-2016). Task: Predict the reactants needed to synthesize the given product. (1) Given the product [C:8]([C:12]1[CH:17]=[CH:16][CH:15]=[CH:14][C:13]=1[O:6][CH3:7])([CH3:11])([CH3:10])[CH3:9], predict the reactants needed to synthesize it. The reactants are: COS([O:6][CH3:7])(=O)=O.[C:8]([C:12]1[CH:17]=[CH:16][CH:15]=[CH:14][C:13]=1O)([CH3:11])([CH3:10])[CH3:9].[OH-].[Na+]. (2) Given the product [Br:10][C:8]1[S:7][C:6]([NH2:9])=[N:5][C:4]=1[CH2:3][O:2][CH3:1], predict the reactants needed to synthesize it. The reactants are: [CH3:1][O:2][CH2:3][C:4]1[N:5]=[C:6]([NH2:9])[S:7][CH:8]=1.[Br:10]N1C(=O)CCC1=O. (3) The reactants are: Br[C:2]1[CH:3]=[C:4]2[C:9](=[CH:10][CH:11]=1)[C:8]([CH:12]=[O:13])=[C:7]([OH:14])[CH:6]=[CH:5]2.[Cl:15][C:16]1[CH:21]=[CH:20][C:19]([C:22]([OH:24])=[O:23])=[CH:18][C:17]=1B(O)O.C(=O)([O-])[O-].[Na+].[Na+]. Given the product [Cl:15][C:16]1[CH:21]=[CH:20][C:19]([C:22]([OH:24])=[O:23])=[CH:18][C:17]=1[C:2]1[CH:11]=[CH:10][C:9]2[C:4](=[CH:5][CH:6]=[C:7]([OH:14])[C:8]=2[CH:12]=[O:13])[CH:3]=1, predict the reactants needed to synthesize it. (4) The reactants are: Br[C:2]1[N:7]=[CH:6][C:5]([C:8]([N:10]2[CH2:15][CH2:14][N:13]([C:16]3[C:21]([CH3:22])=[CH:20][C:19]([CH:23]4[CH2:25][CH2:24]4)=[CH:18][N:17]=3)[CH2:12][CH2:11]2)=[O:9])=[CH:4][CH:3]=1.[CH3:26][N:27]1[C:31](=[O:32])[C:30]([CH3:34])([CH3:33])[NH:29][C:28]1=[O:35]. Given the product [CH:23]1([C:19]2[CH:20]=[C:21]([CH3:22])[C:16]([N:13]3[CH2:14][CH2:15][N:10]([C:8]([C:5]4[CH:4]=[CH:3][C:2]([N:29]5[C:30]([CH3:34])([CH3:33])[C:31](=[O:32])[N:27]([CH3:26])[C:28]5=[O:35])=[N:7][CH:6]=4)=[O:9])[CH2:11][CH2:12]3)=[N:17][CH:18]=2)[CH2:25][CH2:24]1, predict the reactants needed to synthesize it. (5) Given the product [OH:9][CH2:10][CH2:11][CH2:12][C:13]1([CH2:26][CH2:27][C:28]2([CH2:41][CH2:42][CH2:43][OH:44])[C:29]3[CH:30]=[CH:31][CH:32]=[CH:33][C:34]=3[C:35]3[C:40]2=[CH:39][CH:38]=[CH:37][CH:36]=3)[C:25]2[CH:24]=[CH:23][CH:22]=[CH:21][C:20]=2[C:19]2[C:14]1=[CH:15][CH:16]=[CH:17][CH:18]=2, predict the reactants needed to synthesize it. The reactants are: [H-].[Al+3].[Li+].[H-].[H-].[H-].C([O:9][C:10](=O)[CH2:11][CH2:12][C:13]1([CH2:26][CH2:27][C:28]2([CH2:41][CH2:42][C:43](OCC)=[O:44])[C:40]3[CH:39]=[CH:38][CH:37]=[CH:36][C:35]=3[C:34]3[C:29]2=[CH:30][CH:31]=[CH:32][CH:33]=3)[C:25]2[CH:24]=[CH:23][CH:22]=[CH:21][C:20]=2[C:19]2[C:14]1=[CH:15][CH:16]=[CH:17][CH:18]=2)C.O.[OH-].[Na+].